This data is from Full USPTO retrosynthesis dataset with 1.9M reactions from patents (1976-2016). The task is: Predict the reactants needed to synthesize the given product. (1) Given the product [Cl:62][C:54]1[C:53]([S:72][CH2:71][C:68]2[CH:69]=[CH:70][C:65]([O:64][CH3:63])=[CH:66][CH:67]=2)=[CH:58][C:57]([Cl:59])=[CH:56][C:55]=1[O:60][CH3:61], predict the reactants needed to synthesize it. The reactants are: CCN(C(C)C)C(C)C.C1(P(C2C=CC=CC=2)C2C3OC4C(=CC=CC=4P(C4C=CC=CC=4)C4C=CC=CC=4)C(C)(C)C=3C=CC=2)C=CC=CC=1.Br[C:53]1[CH:58]=[C:57]([Cl:59])[CH:56]=[C:55]([O:60][CH3:61])[C:54]=1[Cl:62].[CH3:63][O:64][C:65]1[CH:70]=[CH:69][C:68]([CH2:71][SH:72])=[CH:67][CH:66]=1. (2) The reactants are: [NH2:1][C:2]1[CH:3]=[C:4]2[C:9](=[CH:10][CH:11]=1)[N:8]=[CH:7][C:6]([C:12]#[N:13])=[C:5]2[NH:14][CH:15]1[CH2:21][CH2:20][CH2:19][CH2:18][CH2:17][CH2:16]1.[CH3:22][N:23]1[CH:27]=[CH:26][N:25]=[C:24]1[CH:28]=O.[BH3-]C#N.[Na+]. Given the product [CH:15]1([NH:14][C:5]2[C:4]3[C:9](=[CH:10][CH:11]=[C:2]([NH:1][CH2:28][C:24]4[N:23]([CH3:22])[CH:27]=[CH:26][N:25]=4)[CH:3]=3)[N:8]=[CH:7][C:6]=2[C:12]#[N:13])[CH2:16][CH2:17][CH2:18][CH2:19][CH2:20][CH2:21]1, predict the reactants needed to synthesize it. (3) Given the product [Br:20][C:21]1[CH:22]=[C:23]([CH:26]=[C:14]2[CH2:13][CH2:12][C:11]3[C:16](=[CH:17][CH:18]=[C:9]([O:8][CH2:7][CH2:6][N:1]4[CH:5]=[CH:4][N:3]=[CH:2]4)[CH:10]=3)[C:15]2=[O:19])[S:24][CH:25]=1, predict the reactants needed to synthesize it. The reactants are: [N:1]1([CH2:6][CH2:7][O:8][C:9]2[CH:10]=[C:11]3[C:16](=[CH:17][CH:18]=2)[C:15](=[O:19])[CH2:14][CH2:13][CH2:12]3)[CH:5]=[CH:4][N:3]=[CH:2]1.[Br:20][C:21]1[CH:22]=[C:23]([CH:26]=O)[S:24][CH:25]=1. (4) Given the product [Br:1][C:17]1[C:12]([CH:9]([CH3:11])[CH3:10])=[N:13][C:14]([NH2:18])=[N:15][CH:16]=1, predict the reactants needed to synthesize it. The reactants are: [Br:1]N1C(=O)CCC1=O.[CH:9]([C:12]1[CH:17]=[CH:16][N:15]=[C:14]([NH2:18])[N:13]=1)([CH3:11])[CH3:10]. (5) Given the product [Cl:46][C:47]1[CH:51]=[CH:50][S:49][C:48]=1[C:13]([N:15]1[CH2:36][CH2:35][C:18]2[N:19]=[C:20]([NH:23][C:24](=[O:34])[C:25]3[CH:30]=[CH:29][CH:28]=[CH:27][C:26]=3[O:31][CH2:32][CH3:33])[N:21]=[CH:22][C:17]=2[CH2:16]1)=[O:14], predict the reactants needed to synthesize it. The reactants are: FC(F)(F)C(O)=O.C(O[C:13]([N:15]1[CH2:36][CH2:35][C:18]2[N:19]=[C:20]([NH:23][C:24](=[O:34])[C:25]3[CH:30]=[CH:29][CH:28]=[CH:27][C:26]=3[O:31][CH2:32][CH3:33])[N:21]=[CH:22][C:17]=2[CH2:16]1)=[O:14])(C)(C)C.CCN(C(C)C)C(C)C.[Cl:46][C:47]1[CH:51]=[CH:50][S:49][C:48]=1C(O)=O.CCN=C=NCCCN(C)C.C1C=NC2N(O)N=NC=2C=1. (6) Given the product [Cl:1][C:2]1[CH:11]=[C:10]2[C:5]([CH2:6][CH2:7][CH2:8][C:9]2=[O:12])=[C:4]([OH:13])[C:3]=1[F:15], predict the reactants needed to synthesize it. The reactants are: [Cl:1][C:2]1[CH:11]=[C:10]2[C:5]([CH2:6][CH2:7][CH2:8][C:9]2=[O:12])=[C:4]([O:13]C)[C:3]=1[F:15].[Cl-].[Al+3].[Cl-].[Cl-].